This data is from Full USPTO retrosynthesis dataset with 1.9M reactions from patents (1976-2016). The task is: Predict the reactants needed to synthesize the given product. Given the product [OH:2][C:3]1[CH:4]=[C:5]([CH2:9][C:10]#[N:11])[CH:6]=[CH:7][CH:8]=1, predict the reactants needed to synthesize it. The reactants are: C[O:2][C:3]1[CH:4]=[C:5]([CH2:9][C:10]#[N:11])[CH:6]=[CH:7][CH:8]=1.B(Br)(Br)Br.O.